From a dataset of Full USPTO retrosynthesis dataset with 1.9M reactions from patents (1976-2016). Predict the reactants needed to synthesize the given product. (1) Given the product [NH2:20][CH2:23][CH:24]([OH:42])[CH2:25][N:26]1[CH2:31][CH2:30][CH:29]([CH2:32][C:33]2[CH:38]=[C:37]([O:39][CH3:40])[CH:36]=[CH:35][C:34]=2[Br:41])[CH2:28][CH2:27]1, predict the reactants needed to synthesize it. The reactants are: C1(P(C2C=CC=CC=2)C2C=CC=CC=2)C=CC=CC=1.[N:20]([CH2:23][CH:24]([OH:42])[CH2:25][N:26]1[CH2:31][CH2:30][CH:29]([CH2:32][C:33]2[CH:38]=[C:37]([O:39][CH3:40])[CH:36]=[CH:35][C:34]=2[Br:41])[CH2:28][CH2:27]1)=[N+]=[N-]. (2) Given the product [Br:1][C:2]1[CH:7]=[C:6]([F:8])[CH:5]=[CH:4][C:3]=1[CH:9]1[C:14]([C:15]([O:17][CH2:18][CH3:19])=[O:16])=[C:13]([CH2:20][Br:37])[NH:12][C:11]([C:21]2[C:22]([F:29])=[CH:23][C:24]([F:28])=[CH:25][C:26]=2[F:27])=[N:10]1, predict the reactants needed to synthesize it. The reactants are: [Br:1][C:2]1[CH:7]=[C:6]([F:8])[CH:5]=[CH:4][C:3]=1[CH:9]1[C:14]([C:15]([O:17][CH2:18][CH3:19])=[O:16])=[C:13]([CH3:20])[NH:12][C:11]([C:21]2[C:26]([F:27])=[CH:25][C:24]([F:28])=[CH:23][C:22]=2[F:29])=[N:10]1.C1C(=O)N([Br:37])C(=O)C1. (3) Given the product [CH2:30]([O:29][C:26]1[CH:27]=[CH:28][C:23]([S:20]([C:6]2([C:4]([OH:5])=[O:3])[CH2:7][CH2:8][N:9]([CH2:12][C:13]3[CH:14]=[CH:15][C:16]([Cl:19])=[CH:17][CH:18]=3)[CH2:10][CH2:11]2)(=[O:21])=[O:22])=[CH:24][CH:25]=1)[C:31]#[C:32][CH3:33], predict the reactants needed to synthesize it. The reactants are: C([O:3][C:4]([C:6]1([S:20]([C:23]2[CH:28]=[CH:27][C:26]([O:29][CH2:30][C:31]#[C:32][CH3:33])=[CH:25][CH:24]=2)(=[O:22])=[O:21])[CH2:11][CH2:10][N:9]([CH2:12][C:13]2[CH:18]=[CH:17][C:16]([Cl:19])=[CH:15][CH:14]=2)[CH2:8][CH2:7]1)=[O:5])C. (4) Given the product [CH3:24][O:25][C:2]1[N:3]([CH:18]2[CH2:23][CH2:22][CH2:21][CH2:20][O:19]2)[C:4]2[C:9]([N:10]=1)=[C:8]([NH2:11])[N:7]=[C:6]([NH:12][CH2:13][CH2:14][CH2:15][CH2:16][CH3:17])[N:5]=2, predict the reactants needed to synthesize it. The reactants are: Br[C:2]1[N:3]([CH:18]2[CH2:23][CH2:22][CH2:21][CH2:20][O:19]2)[C:4]2[C:9]([N:10]=1)=[C:8]([NH2:11])[N:7]=[C:6]([NH:12][CH2:13][CH2:14][CH2:15][CH2:16][CH3:17])[N:5]=2.[CH3:24][O-:25].[Na+]. (5) Given the product [C:26]([N:4]1[CH2:9][CH2:8][CH:7]([NH:10][C:11]2[CH:12]=[CH:13][C:14]3[N:15]([C:17]([C:20]4[CH:25]=[CH:24][N:23]=[CH:22][CH:21]=4)=[CH:18][N:19]=3)[N:16]=2)[CH2:6][CH2:5]1)(=[O:28])[CH3:27], predict the reactants needed to synthesize it. The reactants are: Cl.Cl.Cl.[NH:4]1[CH2:9][CH2:8][CH:7]([NH:10][C:11]2[CH:12]=[CH:13][C:14]3[N:15]([C:17]([C:20]4[CH:25]=[CH:24][N:23]=[CH:22][CH:21]=4)=[CH:18][N:19]=3)[N:16]=2)[CH2:6][CH2:5]1.[C:26](OC(=O)C)(=[O:28])[CH3:27].C(N(CC)CC)C. (6) The reactants are: [CH3:1][O:2]COC1C=C(C=CC=1)C=C.[OH:13]C1C=C(C=CC=1)C=C.CC[C@H]1[C@H]2C[C@H]([C@H:57]([O:56]C3C4C(=CC=CC=4)C([O:56][C@H:57]([C:68]4C=CN=[C:74]5[C:69]=4[CH:70]=[C:71]([O:78][CH3:79])[CH:72]=[CH:73]5)[C@@H]4N5C[C@H](CC)[C@@H](CC5)C4)=NN=3)[C:68]3C=CN=[C:74]4[C:69]=3[CH:70]=[C:71]([O:78][CH3:79])[CH:72]=[CH:73]4)N(CC2)C1.[O-]S([O-])=O.[Na+].[Na+]. Given the product [CH3:1][O:2][CH2:79][O:78][C:71]1[CH:70]=[C:69]([C@H:68]([OH:13])[CH2:57][OH:56])[CH:74]=[CH:73][CH:72]=1, predict the reactants needed to synthesize it.